Dataset: Full USPTO retrosynthesis dataset with 1.9M reactions from patents (1976-2016). Task: Predict the reactants needed to synthesize the given product. (1) Given the product [Cl:1][C:2]1[C:3]2[O:21][CH2:20][CH:8]3[CH2:9][N:10]([C:13]([O:15][C:16]([CH3:19])([CH3:18])[CH3:17])=[O:14])[CH2:11][CH2:12][N:7]3[C:5](=[O:6])[C:4]=2[CH:22]=[CH:23][CH:24]=1, predict the reactants needed to synthesize it. The reactants are: [Cl:1][C:2]1[C:3](F)=[C:4]([CH:22]=[CH:23][CH:24]=1)[C:5]([N:7]1[CH2:12][CH2:11][N:10]([C:13]([O:15][C:16]([CH3:19])([CH3:18])[CH3:17])=[O:14])[CH2:9][CH:8]1[CH2:20][OH:21])=[O:6].[H-].[Na+]. (2) Given the product [C:2]([C:7]1[O:11][C:10]([CH2:12][N:13]2[CH:17]=[CH:16][C:15]([NH:18][C:32]([C:28]3[N:29]=[CH:30][O:31][C:27]=3[C:22]3[CH:23]=[CH:24][C:25]([CH3:26])=[C:20]([CH3:19])[CH:21]=3)=[O:33])=[N:14]2)=[CH:9][CH:8]=1)(=[O:6])[CH3:1], predict the reactants needed to synthesize it. The reactants are: [CH3:1][C:2]1([C:7]2[O:11][C:10]([CH2:12][N:13]3[CH:17]=[CH:16][C:15]([NH2:18])=[N:14]3)=[CH:9][CH:8]=2)[O:6]CCO1.[CH3:19][C:20]1[CH:21]=[C:22]([C:27]2[O:31][CH:30]=[N:29][C:28]=2[C:32](O)=[O:33])[CH:23]=[CH:24][C:25]=1[CH3:26].